Dataset: Forward reaction prediction with 1.9M reactions from USPTO patents (1976-2016). Task: Predict the product of the given reaction. (1) Given the reactants [F:1][C:2]1[C:3]([NH:9][CH2:10][CH:11]2[CH2:16][CH2:15][O:14][CH2:13][CH2:12]2)=[N:4][C:5](F)=[CH:6][CH:7]=1.[CH3:17][O-:18].[Na+], predict the reaction product. The product is: [F:1][C:2]1[C:3]([NH:9][CH2:10][CH:11]2[CH2:16][CH2:15][O:14][CH2:13][CH2:12]2)=[N:4][C:5]([O:18][CH3:17])=[CH:6][CH:7]=1. (2) Given the reactants [CH3:1][NH:2][C:3]1[CH:4]=[N:5][CH:6]=[CH:7][C:8]=1[C:9]1[CH:14]=[CH:13][CH:12]=[CH:11][C:10]=1[CH3:15].[Cl:16][C:17]1[CH:18]=[C:19]([CH:23]=[C:24]([C:26]([F:29])([F:28])[F:27])[N:25]=1)[C:20]([OH:22])=O, predict the reaction product. The product is: [Cl:16][C:17]1[CH:18]=[C:19]([CH:23]=[C:24]([C:26]([F:29])([F:28])[F:27])[N:25]=1)[C:20]([N:2]([CH3:1])[C:3]1[CH:4]=[N:5][CH:6]=[CH:7][C:8]=1[C:9]1[CH:14]=[CH:13][CH:12]=[CH:11][C:10]=1[CH3:15])=[O:22]. (3) Given the reactants [CH3:1][O:2][C:3]1[CH:4]=[C:5]2[C:10](=[CH:11][C:12]=1[O:13][CH3:14])[N:9]=[CH:8][CH:7]=[C:6]2[O:15][C:16]1[CH:22]=[CH:21][C:19]([NH2:20])=[C:18]([C:23]([F:26])([F:25])[F:24])[CH:17]=1.C(N(CC)CC)C.ClC(Cl)(O[C:38](=[O:44])OC(Cl)(Cl)Cl)Cl.[F:46][C:47]1[CH:52]=[CH:51][C:50]([CH:53]([NH2:55])[CH3:54])=[CH:49][CH:48]=1, predict the reaction product. The product is: [CH3:1][O:2][C:3]1[CH:4]=[C:5]2[C:10](=[CH:11][C:12]=1[O:13][CH3:14])[N:9]=[CH:8][CH:7]=[C:6]2[O:15][C:16]1[CH:22]=[CH:21][C:19]([NH:20][C:38]([NH:55][CH:53]([C:50]2[CH:51]=[CH:52][C:47]([F:46])=[CH:48][CH:49]=2)[CH3:54])=[O:44])=[C:18]([C:23]([F:25])([F:26])[F:24])[CH:17]=1. (4) Given the reactants [H-].[H-].[H-].[H-].[Li+].[Al+3].[CH2:7]([N:14]1[CH2:19][CH2:18][CH:17]([NH:20][C:21](=O)OC(C)(C)C)[CH2:16][CH2:15]1)[C:8]1[CH:13]=[CH:12][CH:11]=[CH:10][CH:9]=1.CCOC(C)=O, predict the reaction product. The product is: [CH2:7]([N:14]1[CH2:19][CH2:18][CH:17]([NH:20][CH3:21])[CH2:16][CH2:15]1)[C:8]1[CH:9]=[CH:10][CH:11]=[CH:12][CH:13]=1. (5) Given the reactants C([O:3][C:4](=S)[NH:5][C:6]1[CH:11]=[C:10]([S:12]([CH3:15])(=[O:14])=[O:13])[CH:9]=[C:8]([NH:16][C:17]2[N:26]=[CH:25][C:24]3[N:23]([CH3:27])[C:22](=[O:28])[CH2:21][N:20]([CH:29]([CH3:31])[CH3:30])[C:19]=3[N:18]=2)[CH:7]=1)C.[C:33]([O:37][C:38](=[O:47])[NH:39][C@H:40]1[CH2:45][CH2:44][C@@H:43]([NH2:46])[CH2:42][CH2:41]1)([CH3:36])([CH3:35])[CH3:34], predict the reaction product. The product is: [C:33]([O:37][C:38](=[O:47])[NH:39][CH:40]1[CH2:41][CH2:42][CH:43]([NH:46][C:4]([NH:5][C:6]2[CH:11]=[C:10]([S:12]([CH3:15])(=[O:14])=[O:13])[CH:9]=[C:8]([NH:16][C:17]3[N:26]=[CH:25][C:24]4[N:23]([CH3:27])[C:22](=[O:28])[CH2:21][N:20]([CH:29]([CH3:31])[CH3:30])[C:19]=4[N:18]=3)[CH:7]=2)=[O:3])[CH2:44][CH2:45]1)([CH3:36])([CH3:34])[CH3:35]. (6) Given the reactants Cl.[CH3:2][NH:3][O:4][CH3:5].C(N(CC)CC)C.[Br:13][C:14]1[CH:25]=[C:18]2[C:19]([O:21]C(=O)[NH:23][C:17]2=[CH:16][CH:15]=1)=O, predict the reaction product. The product is: [NH2:23][C:17]1[CH:16]=[CH:15][C:14]([Br:13])=[CH:25][C:18]=1[C:19]([N:3]([O:4][CH3:5])[CH3:2])=[O:21]. (7) Given the reactants [C:1]([O:5][C:6]([N:8]1[CH2:13][CH2:12][N:11]([C:14]([C:16]2[N:17]=[C:18]([CH3:28])[S:19][C:20]=2[C:21]2[CH:26]=[CH:25][C:24]([F:27])=[CH:23][CH:22]=2)=[O:15])[CH:10]([CH2:29][C:30](OCC(C2C=CC(F)=CC=2)=O)=O)[CH2:9]1)=[O:7])([CH3:4])([CH3:3])[CH3:2].[C:43]([O-])(=O)[CH3:44].[NH4+:47], predict the reaction product. The product is: [C:1]([O:5][C:6]([N:8]1[CH2:13][CH2:12][N:11]([C:14]([C:16]2[N:17]=[C:18]([CH3:28])[S:19][C:20]=2[C:21]2[CH:26]=[CH:25][C:24]([F:27])=[CH:23][CH:22]=2)=[O:15])[CH:10]([CH2:29][C:30]2[NH:47][CH:10]=[C:9]([C:43]3[CH:44]=[CH:25][C:24]([F:27])=[CH:23][CH:22]=3)[N:8]=2)[CH2:9]1)=[O:7])([CH3:3])([CH3:2])[CH3:4]. (8) Given the reactants [N:1]([CH2:4][CH:5]1[CH2:10][CH2:9][C:8]2[C:11]3[C:16]([NH:17][C:18]4[CH:27]=[CH:26][C:21]5[NH:22][C:23](=[O:25])[S:24][C:20]=5[CH:19]=4)=[N:15][CH:14]=[N:13][C:12]=3[S:28][C:7]=2[CH2:6]1)=[N+]=[N-].C1(P(C2C=CC=CC=2)C2C=CC=CC=2)C=CC=CC=1.N, predict the reaction product. The product is: [NH2:1][CH2:4][CH:5]1[CH2:10][CH2:9][C:8]2[C:11]3[C:16]([NH:17][C:18]4[CH:27]=[CH:26][C:21]5[NH:22][C:23](=[O:25])[S:24][C:20]=5[CH:19]=4)=[N:15][CH:14]=[N:13][C:12]=3[S:28][C:7]=2[CH2:6]1. (9) Given the reactants [CH:1]1([CH:4]([OH:8])[CH2:5][CH:6]=[CH2:7])[CH2:3][CH2:2]1.[H-].[Na+].Br[CH2:12][CH:13]([O:17][CH2:18][CH3:19])[O:14][CH2:15][CH3:16], predict the reaction product. The product is: [CH2:15]([O:14][CH:13]([O:17][CH2:18][CH3:19])[CH2:12][O:8][CH:4]([CH:1]1[CH2:3][CH2:2]1)[CH2:5][CH:6]=[CH2:7])[CH3:16]. (10) Given the reactants [C:1]1([C:7]2[C:8]([O:10][C:11](=[O:13])[CH:12]=2)=[O:9])[CH:6]=[CH:5][CH:4]=[CH:3][CH:2]=1.[F-].[Cs+].[C:16]([Si](C)(C)C)([F:19])([F:18])[F:17], predict the reaction product. The product is: [F:17][C:16]([F:19])([F:18])[C:8](=[O:9])[C:7]([C:1]1[CH:6]=[CH:5][CH:4]=[CH:3][CH:2]=1)=[CH:12][C:11]([OH:10])=[O:13].